From a dataset of Full USPTO retrosynthesis dataset with 1.9M reactions from patents (1976-2016). Predict the reactants needed to synthesize the given product. Given the product [Li+:8].[CH3:2][CH:1]([N-:4][CH:5]([CH3:7])[CH3:6])[CH3:3].[C:18]1([CH:17]2[C:25]3([CH2:24][CH2:28][NH:4][CH2:1][CH2:2]3)[C:26](=[O:27])[NH:13][CH2:16]2)[CH:23]=[CH:22][CH:21]=[CH:20][CH:19]=1, predict the reactants needed to synthesize it. The reactants are: [CH:1]([NH:4][CH:5]([CH3:7])[CH3:6])([CH3:3])[CH3:2].[Li:8]CCCC.[N+:13](/[CH:16]=[CH:17]/[C:18]1[CH:23]=[CH:22][CH:21]=[CH:20][CH:19]=1)([O-])=O.[CH2:24]1[CH2:28][O:27][CH2:26][CH2:25]1.